From a dataset of Full USPTO retrosynthesis dataset with 1.9M reactions from patents (1976-2016). Predict the reactants needed to synthesize the given product. Given the product [Cl:15][C:4]1[CH:3]=[C:2]([C:54](=[O:56])[CH3:55])[CH:7]=[CH:6][C:5]=1[CH:8]1[CH2:11][CH:10]([CH:12]([CH3:14])[CH3:13])[CH2:9]1, predict the reactants needed to synthesize it. The reactants are: Br[C:2]1[CH:7]=[CH:6][C:5]([CH:8]2[CH2:11][CH:10]([CH:12]([CH3:14])[CH3:13])[CH2:9]2)=[C:4]([Cl:15])[CH:3]=1.C1(P(C2C=CC=CC=2)CCCP(C2C=CC=CC=2)C2C=CC=CC=2)C=CC=CC=1.C(N(CC)C(C)C)(C)C.[CH:54]([O:56]CCO)=[CH2:55].Cl.